Task: Regression. Given two drug SMILES strings and cell line genomic features, predict the synergy score measuring deviation from expected non-interaction effect.. Dataset: NCI-60 drug combinations with 297,098 pairs across 59 cell lines Drug 1: CC1C(C(CC(O1)OC2CC(CC3=C2C(=C4C(=C3O)C(=O)C5=C(C4=O)C(=CC=C5)OC)O)(C(=O)C)O)N)O.Cl. Drug 2: CC1CCC2CC(C(=CC=CC=CC(CC(C(=O)C(C(C(=CC(C(=O)CC(OC(=O)C3CCCCN3C(=O)C(=O)C1(O2)O)C(C)CC4CCC(C(C4)OC)O)C)C)O)OC)C)C)C)OC. Cell line: MOLT-4. Synergy scores: CSS=66.0, Synergy_ZIP=-1.39, Synergy_Bliss=-1.33, Synergy_Loewe=1.20, Synergy_HSA=3.85.